Predict the product of the given reaction. From a dataset of Forward reaction prediction with 1.9M reactions from USPTO patents (1976-2016). (1) The product is: [C:45]([O:44][CH:39]([C:29]1[N:30]=[C:31]([C:33]2[CH:38]=[CH:37][CH:36]=[CH:35][CH:34]=2)[S:32][C:28]=1[C:16]1[CH:25]=[CH:24][C:23]2[O:22][CH2:21][CH2:20][CH2:19][C:18]=2[CH:17]=1)[C:40]([O:42][CH3:43])=[O:41])([CH3:48])([CH3:46])[CH3:47]. Given the reactants C(=O)([O-])[O-].[Na+].[Na+].O.CC1(C)C(C)(C)OB([C:16]2[CH:17]=[C:18]3[C:23](=[CH:24][CH:25]=2)[O:22][CH2:21][CH2:20][CH2:19]3)O1.Br[C:28]1[S:32][C:31]([C:33]2[CH:38]=[CH:37][CH:36]=[CH:35][CH:34]=2)=[N:30][C:29]=1[CH:39]([O:44][C:45]([CH3:48])([CH3:47])[CH3:46])[C:40]([O:42][CH3:43])=[O:41], predict the reaction product. (2) Given the reactants [Cl:1][C:2]1[CH:7]=[CH:6][C:5]([N:8]2[CH:12]=[CH:11][C:10]([C:13]([F:16])([F:15])[F:14])=[C:9]2[CH2:17][OH:18])=[CH:4][CH:3]=1.[F:19][C:20]1[CH:21]=[C:22]([CH2:28][CH2:29][C:30]([O:32][CH2:33][CH3:34])=[O:31])[CH:23]=[C:24]([F:27])[C:25]=1O.N(C(N1CCCCC1)=O)=NC(N1CCCCC1)=O.C(P(CCCC)CCCC)CCC, predict the reaction product. The product is: [Cl:1][C:2]1[CH:3]=[CH:4][C:5]([N:8]2[CH:12]=[CH:11][C:10]([C:13]([F:14])([F:15])[F:16])=[C:9]2[CH2:17][O:18][C:25]2[C:24]([F:27])=[CH:23][C:22]([CH2:28][CH2:29][C:30]([O:32][CH2:33][CH3:34])=[O:31])=[CH:21][C:20]=2[F:19])=[CH:6][CH:7]=1.